Task: Predict the product of the given reaction.. Dataset: Forward reaction prediction with 1.9M reactions from USPTO patents (1976-2016) (1) The product is: [NH2:8][C@@H:7]([CH2:12][CH2:13][CH2:14][CH2:15][CH2:16][C:17](=[O:18])[CH3:22])[C:6]([O:23][CH3:24])=[O:26]. Given the reactants C([C@@H]1C(OC)=[N:8][C@@H:7]([CH2:12][CH2:13][CH2:14][CH2:15][CH2:16][C:17]2([CH3:22])OCC[O:18]2)[C:6]([O:23][CH3:24])=N1)(C)C.Cl.[OH-:26].[Na+], predict the reaction product. (2) The product is: [CH3:22][C:23]1[N:24]=[C:25]([N:33]2[CH2:37][CH2:36][N:35]([CH2:16][C:15]3[CH:18]=[CH:19][C:12]([O:11][C:10]([F:21])([F:20])[F:9])=[CH:13][CH:14]=3)[C:34]2=[O:38])[S:26][C:27]=1[C:28]([O:30][CH2:31][CH3:32])=[O:29]. Given the reactants C(Br)C1C=CC=CC=1.[F:9][C:10]([F:21])([F:20])[O:11][C:12]1[CH:19]=[CH:18][C:15]([CH2:16]Br)=[CH:14][CH:13]=1.[CH3:22][C:23]1[N:24]=[C:25]([N:33]2[CH2:37][CH2:36][NH:35][C:34]2=[O:38])[S:26][C:27]=1[C:28]([O:30][CH2:31][CH3:32])=[O:29], predict the reaction product. (3) Given the reactants Cl[C:2]1[C:7]([N+:8]([O-])=O)=[CH:6][CH:5]=[C:4]([O:11][CH3:12])[N:3]=1.[C:13]1([NH:19][C:20](=O)[CH2:21][CH2:22][CH2:23][CH2:24][CH2:25][Cl:26])[CH:18]=[CH:17][CH:16]=[CH:15][CH:14]=1, predict the reaction product. The product is: [Cl:26][CH2:25][CH2:24][CH2:23][CH2:22][CH2:21][C:20]1[N:19]([C:13]2[CH:14]=[CH:15][CH:16]=[CH:17][CH:18]=2)[C:2]2=[N:3][C:4]([O:11][CH3:12])=[CH:5][CH:6]=[C:7]2[N:8]=1. (4) Given the reactants [CH2:1]([N:8]1[CH2:13][CH2:12][C:11]([C:22]2[CH:29]=[CH:28][C:25]([C:26]#[N:27])=[CH:24][CH:23]=2)([C:14]2[CH:19]=[CH:18][CH:17]=[C:16]([O:20][CH3:21])[CH:15]=2)[CH2:10][CH2:9]1)[C:2]1[CH:7]=[CH:6][CH:5]=[CH:4][CH:3]=1.C([Sn](=O)CCCC)CCC.C[Si]([N:44]=[N+:45]=[N-:46])(C)C, predict the reaction product. The product is: [CH2:1]([N:8]1[CH2:13][CH2:12][C:11]([C:14]2[CH:19]=[CH:18][CH:17]=[C:16]([O:20][CH3:21])[CH:15]=2)([C:22]2[CH:23]=[CH:24][C:25]([C:26]3[NH:46][N:45]=[N:44][N:27]=3)=[CH:28][CH:29]=2)[CH2:10][CH2:9]1)[C:2]1[CH:7]=[CH:6][CH:5]=[CH:4][CH:3]=1. (5) Given the reactants [NH2:1][C@@H:2]([CH2:6][CH:7]1[CH2:11][CH2:10][CH2:9][C:8]1=[O:12])[C:3]([OH:5])=[O:4].O=[C:14]1CCCC1CC1NC(=O)NC1=O, predict the reaction product. The product is: [NH2:1][C@@H:2]([CH2:6][CH:7]1[CH2:11][CH2:10][CH2:9][CH2:14][C:8]1=[O:12])[C:3]([OH:5])=[O:4]. (6) The product is: [NH2:1][CH2:2][C@@H:3]([NH:5][C:6](=[O:49])[N:7]([C@@H:8]([C:15]1[N:16]([CH2:28][C:29]2[CH:30]=[CH:31][CH:32]=[CH:33][CH:34]=2)[CH:17]=[C:18]([C:20]2[CH:25]=[C:24]([F:26])[CH:23]=[CH:22][C:21]=2[F:27])[N:19]=1)[CH:9]1[CH2:10][CH2:11][O:12][CH2:13][CH2:14]1)[CH2:35][C@H:36]1[C@@H:40]([F:41])[CH2:39][NH:38][CH2:37]1)[CH3:4]. Given the reactants [NH2:1][CH2:2][C@@H:3]([NH:5][C:6](=[O:49])[N:7]([CH2:35][C@H:36]1[C@@H:40]([F:41])[CH2:39][N:38](C(OC(C)(C)C)=O)[CH2:37]1)[C@@H:8]([C:15]1[N:16]([CH2:28][C:29]2[CH:34]=[CH:33][CH:32]=[CH:31][CH:30]=2)[CH:17]=[C:18]([C:20]2[CH:25]=[C:24]([F:26])[CH:23]=[CH:22][C:21]=2[F:27])[N:19]=1)[CH:9]1[CH2:14][CH2:13][O:12][CH2:11][CH2:10]1)[CH3:4], predict the reaction product. (7) Given the reactants [N:1]1[C:9]2[C:4](=[N:5][CH:6]=[CH:7][CH:8]=2)[N:3]([C:10]2[CH:15]=[CH:14][C:13]([CH2:16][C:17]([OH:19])=O)=[C:12]([CH3:20])[CH:11]=2)[CH:2]=1.[CH2:21]([N:23]([CH2:26][C:27]1[CH:32]=[CH:31][C:30]([NH2:33])=[CH:29][C:28]=1[C:34]([F:37])([F:36])[F:35])[CH2:24][CH3:25])[CH3:22], predict the reaction product. The product is: [CH2:21]([N:23]([CH2:26][C:27]1[CH:32]=[CH:31][C:30]([NH:33][C:17](=[O:19])[CH2:16][C:13]2[CH:14]=[CH:15][C:10]([N:3]3[C:4]4=[N:5][CH:6]=[CH:7][CH:8]=[C:9]4[N:1]=[CH:2]3)=[CH:11][C:12]=2[CH3:20])=[CH:29][C:28]=1[C:34]([F:35])([F:36])[F:37])[CH2:24][CH3:25])[CH3:22]. (8) Given the reactants C([NH:9][C:10]1[CH:19]=[C:18]2[C:13]([CH:14]=[CH:15][CH:16]=[C:17]2[N:20]2[CH2:25][CH2:24][N:23]([CH3:26])[CH2:22][CH2:21]2)=[CH:12][CH:11]=1)(=O)C1C=CC=CC=1.C(O)C.[OH-].[Na+], predict the reaction product. The product is: [NH2:9][C:10]1[CH:19]=[C:18]2[C:13]([CH:14]=[CH:15][CH:16]=[C:17]2[N:20]2[CH2:25][CH2:24][N:23]([CH3:26])[CH2:22][CH2:21]2)=[CH:12][CH:11]=1. (9) The product is: [Cl:1][C:2]1[CH:3]=[C:4]([CH:42]=[CH:43][CH:44]=1)[O:5][C:6]1[CH:7]=[C:8]2[C:13](=[CH:14][CH:15]=1)[CH2:12][N:11]([C:16](=[O:30])[C@@H:17]([NH:22][C:23]1[CH:24]=[CH:25][C:26]([F:29])=[CH:27][CH:28]=1)[C:18]([CH3:19])([CH3:21])[CH3:20])[CH:10]([C:31]([NH:33][C@:34]1([C:39](=[O:40])[NH:63][S:60]([CH:57]3[CH2:59][CH2:58]3)(=[O:62])=[O:61])[CH2:36][C@H:35]1[CH:37]=[CH2:38])=[O:32])[CH2:9]2. Given the reactants [Cl:1][C:2]1[CH:3]=[C:4]([CH:42]=[CH:43][CH:44]=1)[O:5][C:6]1[CH:7]=[C:8]2[C:13](=[CH:14][CH:15]=1)[CH2:12][N:11]([C:16](=[O:30])[C@@H:17]([NH:22][C:23]1[CH:28]=[CH:27][C:26]([F:29])=[CH:25][CH:24]=1)[C:18]([CH3:21])([CH3:20])[CH3:19])[CH:10]([C:31]([NH:33][C@:34]1([C:39](O)=[O:40])[CH2:36][C@H:35]1[CH:37]=[CH2:38])=[O:32])[CH2:9]2.C(N1C=CN=C1)(N1C=CN=C1)=O.[CH:57]1([S:60]([NH2:63])(=[O:62])=[O:61])[CH2:59][CH2:58]1.N12CCCN=C1CCCCC2, predict the reaction product. (10) The product is: [C:1]([O:5][C:6]([NH:8][C@H:9]([C:11]([NH:30][CH2:26][CH:27]([CH3:29])[CH3:28])=[O:13])[CH3:10])=[O:7])([CH3:2])([CH3:3])[CH3:4]. Given the reactants [C:1]([O:5][C:6]([NH:8][C@H:9]([C:11]([OH:13])=O)[CH3:10])=[O:7])([CH3:4])([CH3:3])[CH3:2].C(N1C=CN=C1)(N1C=CN=C1)=O.[CH2:26]([NH2:30])[CH:27]([CH3:29])[CH3:28], predict the reaction product.